Predict the reaction yield, written as a fraction of the theoretical maximum amount of product (1.0 means a 100% yield; for example, 0.34 means a 34% yield). From a dataset of Reaction yield outcomes from USPTO patents with 853,638 reactions. (1) The reactants are [OH:1][C:2]1[C:11]2[C:6](=[CH:7][C:8]([CH3:13])=[C:9]([CH3:12])[CH:10]=2)[O:5][C:4](=[O:14])[CH:3]=1.C(N(CC)CC)C.[CH2:22]([O:24][C:25](=[O:30])[CH2:26][N:27]=[C:28]=[O:29])[CH3:23]. The catalyst is C(Cl)Cl. The product is [CH2:22]([O:24][C:25](=[O:30])[CH2:26][NH:27][C:28]([C:3]1[C:4](=[O:14])[O:5][C:6]2[C:11]([C:2]=1[OH:1])=[CH:10][C:9]([CH3:12])=[C:8]([CH3:13])[CH:7]=2)=[O:29])[CH3:23]. The yield is 0.850. (2) The product is [NH2:1][C:4]1[CH:5]=[CH:6][C:7]2[O:11][C:10]([C:12]3[CH:13]=[CH:14][C:15]4[CH:16]=[C:17]5[C:24](=[O:25])[NH:23][CH2:22][C:21]6([CH2:28][CH2:27][CH2:26]6)[N:18]5[C:19]=4[CH:20]=3)=[N:9][C:8]=2[CH:29]=1. The catalyst is O1CCOCC1.O.O.[Zn]. The yield is 0.800. The reactants are [N+:1]([C:4]1[CH:5]=[CH:6][C:7]2[O:11][C:10]([C:12]3[CH:13]=[CH:14][C:15]4[CH:16]=[C:17]5[C:24](=[O:25])[NH:23][CH2:22][C:21]6([CH2:28][CH2:27][CH2:26]6)[N:18]5[C:19]=4[CH:20]=3)=[N:9][C:8]=2[CH:29]=1)([O-])=O.[Cl-].[NH4+]. (3) The reactants are [F:1][C:2]1[N:7]=[C:6]([C:8]([OH:10])=O)[CH:5]=[CH:4][CH:3]=1.CCN=C=NCCCN(C)C.Cl.[Cl:23][C:24]1[C:32]([C:33]#[N:34])=[CH:31][CH:30]=[C:29]2[C:25]=1[CH:26]=[C:27]([CH:40]([F:42])[F:41])[N:28]2[CH2:35][C:36]([NH:38][NH2:39])=O.S(Cl)(C1C=CC(C)=CC=1)(=O)=O. The catalyst is CC#N. The yield is 0.310. The product is [Cl:23][C:24]1[C:32]([C:33]#[N:34])=[CH:31][CH:30]=[C:29]2[C:25]=1[CH:26]=[C:27]([CH:40]([F:41])[F:42])[N:28]2[CH2:35][C:36]1[O:10][C:8]([C:6]2[CH:5]=[CH:4][CH:3]=[C:2]([F:1])[N:7]=2)=[N:39][N:38]=1. (4) The reactants are [NH2:1][C:2]1[N:3]([CH3:24])[C:4](=[O:23])[C:5]2([C:15]3[C:10](=[CH:11][CH:12]=[C:13](Br)[CH:14]=3)[O:9][CH:8]([C:17]3[CH:22]=[CH:21][CH:20]=[CH:19][CH:18]=3)[CH2:7]2)[N:6]=1.[C:25]([C:27]1[CH:28]=[C:29](B(O)O)[CH:30]=[CH:31][C:32]=1[F:33])#[N:26]. The catalyst is O1CCOCC1.C([O-])([O-])=O.[Cs+].[Cs+].Cl[Pd](Cl)([P](C1C=CC=CC=1)(C1C=CC=CC=1)C1C=CC=CC=1)[P](C1C=CC=CC=1)(C1C=CC=CC=1)C1C=CC=CC=1. The product is [NH2:1][C:2]1[N:3]([CH3:24])[C:4](=[O:23])[C:5]2([C:15]3[C:10](=[CH:11][CH:12]=[C:13]([C:29]4[CH:30]=[CH:31][C:32]([F:33])=[C:27]([CH:28]=4)[C:25]#[N:26])[CH:14]=3)[O:9][CH:8]([C:17]3[CH:22]=[CH:21][CH:20]=[CH:19][CH:18]=3)[CH2:7]2)[N:6]=1. The yield is 0.320. (5) The yield is 0.893. The reactants are [CH2:1]([O:5][C:6]1[C:15]2[C:10](=[CH:11][CH:12]=[C:13]([OH:16])[CH:14]=2)[C:9](=[O:17])[N:8]([CH2:18][C:19]([CH3:22])([CH3:21])[CH3:20])[C:7]=1[CH2:23][NH:24][C:25](=[O:31])[O:26][C:27]([CH3:30])([CH3:29])[CH3:28])[CH2:2][CH2:3][CH3:4].Br[CH2:33][CH2:34][CH3:35].C(=O)([O-])[O-].[K+].[K+].O. The catalyst is CN(C)C=O. The product is [CH2:1]([O:5][C:6]1[C:15]2[C:10](=[CH:11][CH:12]=[C:13]([O:16][CH2:33][CH2:34][CH3:35])[CH:14]=2)[C:9](=[O:17])[N:8]([CH2:18][C:19]([CH3:22])([CH3:21])[CH3:20])[C:7]=1[CH2:23][NH:24][C:25](=[O:31])[O:26][C:27]([CH3:30])([CH3:29])[CH3:28])[CH2:2][CH2:3][CH3:4]. (6) The reactants are Cl[C:2]1[C:11]2[C:6](=[CH:7][N:8]=[C:9]([F:12])[CH:10]=2)[N:5]=[CH:4][C:3]=1[C:13]#[N:14].[NH2:15][C:16]1[CH:17]=[C:18]([CH:21]=[CH:22][CH:23]=1)[C:19]#[N:20]. No catalyst specified. The product is [C:19]([C:18]1[CH:17]=[C:16]([NH:15][C:2]2[C:11]3[C:6](=[CH:7][N:8]=[C:9]([F:12])[CH:10]=3)[N:5]=[CH:4][C:3]=2[C:13]#[N:14])[CH:23]=[CH:22][CH:21]=1)#[N:20]. The yield is 0.290. (7) The reactants are [OH:1][CH:2]([C:17]1[N:18]=[CH:19][N:20]([S:22]([C:25]2[CH:31]=[CH:30][C:28]([CH3:29])=[CH:27][CH:26]=2)(=[O:24])=[O:23])[CH:21]=1)[C:3]1[CH:4]=[C:5]2[C:10](=[CH:11][CH:12]=1)[CH:9]=[C:8]([C:13]([NH:15][CH3:16])=[O:14])[CH:7]=[CH:6]2.CN(C)C(=O)C. The catalyst is [O-2].[O-2].[Mn+4].C(OCC)(=O)C. The product is [CH3:16][NH:15][C:13]([C:8]1[CH:7]=[CH:6][C:5]2[C:10](=[CH:11][CH:12]=[C:3]([C:2]([C:17]3[N:18]=[CH:19][N:20]([S:22]([C:25]4[CH:26]=[CH:27][C:28]([CH3:29])=[CH:30][CH:31]=4)(=[O:23])=[O:24])[CH:21]=3)=[O:1])[CH:4]=2)[CH:9]=1)=[O:14]. The yield is 0.790. (8) The reactants are [CH3:1][S:2]([CH2:5][C:6]([OH:8])=O)(=[O:4])=[O:3].CCN=C=NCCCN(C)C.C1C=CC2N(O)N=NC=2C=1.CCN(C(C)C)C(C)C.OC(C(F)(F)F)=O.[C:46]1([C:52]2[CH:57]=[C:56]([CH:58]3[CH2:63][CH2:62][NH:61][CH2:60][CH2:59]3)[CH:55]=[CH:54][C:53]=2[NH:64][C:65]([C:67]2[NH:68][CH:69]=[C:70]([C:72]#[N:73])[N:71]=2)=[O:66])[CH2:51][CH2:50][CH2:49][CH2:48][CH:47]=1.CCN(CC)CC. The catalyst is C(Cl)Cl. The product is [C:46]1([C:52]2[CH:57]=[C:56]([CH:58]3[CH2:59][CH2:60][N:61]([C:6](=[O:8])[CH2:5][S:2]([CH3:1])(=[O:4])=[O:3])[CH2:62][CH2:63]3)[CH:55]=[CH:54][C:53]=2[NH:64][C:65]([C:67]2[NH:68][CH:69]=[C:70]([C:72]#[N:73])[N:71]=2)=[O:66])[CH2:51][CH2:50][CH2:49][CH2:48][CH:47]=1. The yield is 0.250. (9) The reactants are [Cl:1][C:2]1[N:7]=[CH:6][C:5]2[C:8](I)=[N:9][N:10]([C:11]([C:24]3[CH:29]=[CH:28][CH:27]=[CH:26][CH:25]=3)([C:18]3[CH:23]=[CH:22][CH:21]=[CH:20][CH:19]=3)[C:12]3[CH:17]=[CH:16][CH:15]=[CH:14][CH:13]=3)[C:4]=2[CH:3]=1.[C:31]1([OH:37])[CH:36]=[CH:35][CH:34]=[CH:33][CH:32]=1.C(=O)([O-])[O-].[Cs+].[Cs+].CN(C)CC(O)=O. The catalyst is O1CCOCC1.[Cu]I. The product is [Cl:1][C:2]1[N:7]=[CH:6][C:5]2[C:8]([O:37][C:31]3[CH:36]=[CH:35][CH:34]=[CH:33][CH:32]=3)=[N:9][N:10]([C:11]([C:24]3[CH:29]=[CH:28][CH:27]=[CH:26][CH:25]=3)([C:18]3[CH:23]=[CH:22][CH:21]=[CH:20][CH:19]=3)[C:12]3[CH:17]=[CH:16][CH:15]=[CH:14][CH:13]=3)[C:4]=2[CH:3]=1. The yield is 0.800.